This data is from Reaction yield outcomes from USPTO patents with 853,638 reactions. The task is: Predict the reaction yield, written as a fraction of the theoretical maximum amount of product (1.0 means a 100% yield; for example, 0.34 means a 34% yield). (1) The reactants are C([O:8][C:9]1[CH:10]=[CH:11][C:12]([C@@H:20]([OH:48])[CH2:21][NH:22][CH2:23][CH2:24][C:25]2[CH:26]=[C:27]([NH:31][C:32]([NH:34][CH:35]([C:42]3[CH:47]=[CH:46][CH:45]=[CH:44][CH:43]=3)[C:36]3[CH:41]=[CH:40][CH:39]=[CH:38][CH:37]=3)=[O:33])[CH:28]=[CH:29][CH:30]=2)=[C:13]2[C:18]=1[NH:17][C:16](=[O:19])[CH:15]=[CH:14]2)C1C=CC=CC=1. The catalyst is [Pd].CCOCC. The product is [C:42]1([CH:35]([C:36]2[CH:37]=[CH:38][CH:39]=[CH:40][CH:41]=2)[NH:34][C:32]([NH:31][C:27]2[CH:28]=[CH:29][CH:30]=[C:25]([CH2:24][CH2:23][NH:22][CH2:21][C@H:20]([OH:48])[C:12]3[CH:11]=[CH:10][C:9]([OH:8])=[C:18]4[C:13]=3[CH:14]=[CH:15][C:16](=[O:19])[NH:17]4)[CH:26]=2)=[O:33])[CH:47]=[CH:46][CH:45]=[CH:44][CH:43]=1. The yield is 0.640. (2) The reactants are C([N:8]1[CH2:13][CH2:12][N:11]([C:14]2[C:15]3[S:22][C:21]([CH3:23])=[CH:20][C:16]=3[N:17]=[CH:18][N:19]=2)[CH2:10][CH2:9]1)C1C=CC=CC=1.[NH:24]([C:37]([O:39][C:40]([CH3:43])([CH3:42])[CH3:41])=[O:38])[C@@H:25]([C:34]([OH:36])=O)[CH2:26][C:27]1[CH:32]=[CH:31][C:30]([Cl:33])=[CH:29][CH:28]=1.C1C=CC2N(O)N=NC=2C=1.CCN=C=NCCCN(C)C. The yield is 0.590. The catalyst is CO.C(O)(C(F)(F)F)=O.[Pd]. The product is [C:40]([O:39][C:37](=[O:38])[NH:24][CH:25]([CH2:26][C:27]1[CH:28]=[CH:29][C:30]([Cl:33])=[CH:31][CH:32]=1)[C:34]([N:8]1[CH2:13][CH2:12][N:11]([C:14]2[C:15]3[S:22][C:21]([CH3:23])=[CH:20][C:16]=3[N:17]=[CH:18][N:19]=2)[CH2:10][CH2:9]1)=[O:36])([CH3:43])([CH3:42])[CH3:41]. (3) The catalyst is CC#N. The product is [CH3:25][CH:26]([N:4]1[CH2:5][CH2:6][CH2:7][N:1]([C:8]([N:10]2[CH2:11][CH:12]([O:14][C:15]3[CH:16]=[CH:17][C:18]([C:21]([NH:23][CH3:24])=[O:22])=[N:19][CH:20]=3)[CH2:13]2)=[O:9])[CH2:2][CH2:3]1)[CH3:28]. The reactants are [N:1]1([C:8]([N:10]2[CH2:13][CH:12]([O:14][C:15]3[CH:16]=[CH:17][C:18]([C:21]([NH:23][CH3:24])=[O:22])=[N:19][CH:20]=3)[CH2:11]2)=[O:9])[CH2:7][CH2:6][CH2:5][NH:4][CH2:3][CH2:2]1.[CH3:25][C:26]([CH3:28])=O. The yield is 0.140. (4) The reactants are [OH:1][CH:2]1[CH2:7][CH2:6][N:5]([C:8]([O:10][C:11]([CH3:14])([CH3:13])[CH3:12])=[O:9])[CH2:4][CH2:3]1.[H-].[Na+].F[C:18]1[CH:25]=[CH:24][C:21]([C:22]#[N:23])=[CH:20][CH:19]=1. The catalyst is CN(C)C=O.C(OCC)(=O)C. The product is [C:11]([O:10][C:8]([N:5]1[CH2:4][CH2:3][CH:2]([O:1][C:18]2[CH:25]=[CH:24][C:21]([C:22]#[N:23])=[CH:20][CH:19]=2)[CH2:7][CH2:6]1)=[O:9])([CH3:14])([CH3:13])[CH3:12]. The yield is 0.910. (5) The reactants are CC(C[AlH]CC(C)C)C.CON(C)[C:13]([CH:15]1[CH2:18][CH:17]([CH2:19][C:20]2[N:24]([CH2:25][O:26][CH2:27][CH2:28][Si:29]([CH3:32])([CH3:31])[CH3:30])[C:23]3[CH:33]=[CH:34][C:35]([C:37]([F:40])([F:39])[F:38])=[CH:36][C:22]=3[N:21]=2)[CH2:16]1)=[O:14].[C@H](O)(C([O-])=O)[C@@H](O)C([O-])=O.[Na+].[K+]. The catalyst is C1COCC1.CCOCC. The product is [F:40][C:37]([F:38])([F:39])[C:35]1[CH:34]=[CH:33][C:23]2[N:24]([CH2:25][O:26][CH2:27][CH2:28][Si:29]([CH3:30])([CH3:31])[CH3:32])[C:20]([CH2:19][CH:17]3[CH2:18][CH:15]([CH:13]=[O:14])[CH2:16]3)=[N:21][C:22]=2[CH:36]=1. The yield is 0.870. (6) The reactants are [C:1]([NH:9][C@H:10]1[CH2:14][N:13]([C:15](=[O:25])[CH2:16][NH:17][C:18]([O:20][C:21]([CH3:24])([CH3:23])[CH3:22])=[O:19])[C@H:12]([C:26]([O:28]C)=[O:27])[CH2:11]1)(=[O:8])[C:2]1[CH:7]=[CH:6][CH:5]=[CH:4][CH:3]=1.CO.Cl. No catalyst specified. The product is [C:1]([NH:9][C@H:10]1[CH2:14][N:13]([C:15](=[O:25])[CH2:16][NH:17][C:18]([O:20][C:21]([CH3:24])([CH3:22])[CH3:23])=[O:19])[C@H:12]([C:26]([OH:28])=[O:27])[CH2:11]1)(=[O:8])[C:2]1[CH:3]=[CH:4][CH:5]=[CH:6][CH:7]=1. The yield is 0.940.